Dataset: Full USPTO retrosynthesis dataset with 1.9M reactions from patents (1976-2016). Task: Predict the reactants needed to synthesize the given product. (1) Given the product [F:1][C:2]1[CH:7]=[C:6]([N:33]2[CH2:34][CH:31]([F:30])[CH2:32]2)[CH:5]=[CH:4][C:3]=1[N:9]1[CH:14]=[C:13]([O:15][CH3:16])[C:12](=[O:17])[C:11]([C:18]2[N:22]([C:23]3[CH:28]=[CH:27][CH:26]=[CH:25][CH:24]=3)[N:21]=[CH:20][CH:19]=2)=[N:10]1, predict the reactants needed to synthesize it. The reactants are: [F:1][C:2]1[CH:7]=[C:6](I)[CH:5]=[CH:4][C:3]=1[N:9]1[CH:14]=[C:13]([O:15][CH3:16])[C:12](=[O:17])[C:11]([C:18]2[N:22]([C:23]3[CH:28]=[CH:27][CH:26]=[CH:25][CH:24]=3)[N:21]=[CH:20][CH:19]=2)=[N:10]1.Cl.[F:30][CH:31]1[CH2:34][NH:33][CH2:32]1.O(C(C)(C)C)[Na].CC1(C)C2C(=C(P(C3C=CC=CC=3)C3C=CC=CC=3)C=CC=2)OC2C(P(C3C=CC=CC=3)C3C=CC=CC=3)=CC=CC1=2. (2) Given the product [Br-:6].[Cl:1][C:2]1[CH:3]=[C:4]([CH:7]=[CH:8][C:9]=1[Cl:10])[CH2:5][Zn+:11], predict the reactants needed to synthesize it. The reactants are: [Cl:1][C:2]1[CH:3]=[C:4]([CH:7]=[CH:8][C:9]=1[Cl:10])[CH2:5][Br:6].[Zn:11]. (3) Given the product [NH2:8][C:5]1[CH:6]=[CH:7][C:2]([S:12][S:12][C:2]2[CH:7]=[CH:6][C:5]([NH2:8])=[CH:4][C:3]=2[Cl:11])=[C:3]([Cl:11])[CH:4]=1, predict the reactants needed to synthesize it. The reactants are: Cl[C:2]1[CH:7]=[CH:6][C:5]([N+:8]([O-])=O)=[CH:4][C:3]=1[Cl:11].[S-2:12].[Na+].[Na+].[S]. (4) The reactants are: C([NH:8][C@H:9]([C:13]([O:15][CH2:16][C@H:17]([CH2:30][CH2:31][O:32][C:33](=[O:51])[CH2:34][CH2:35][CH2:36][CH2:37][CH2:38][CH2:39][CH2:40][CH2:41][CH2:42][CH2:43][CH2:44][CH2:45][CH2:46][CH2:47][CH2:48][CH2:49][CH3:50])[CH2:18][N:19]1[CH:27]=[N:26][C:25]2[C:24](=[O:28])[NH:23][C:22]([NH2:29])=[N:21][C:20]1=2)=[O:14])[CH:10]([CH3:12])[CH3:11])(OC(C)(C)C)=O.C(N[C@H](C(O)=O)C(C)C)(OC(C)(C)C)=O.C1(N=C=NC2CCCCC2)CCCCC1.OC[C@H](CCOC(=O)CCCCCCCCCCCCCCCCC)CN1C=NC2C(=O)NC(N)=NC1=2. Given the product [NH2:8][C@H:9]([C:13]([O:15][CH2:16][C@H:17]([CH2:30][CH2:31][O:32][C:33](=[O:51])[CH2:34][CH2:35][CH2:36][CH2:37][CH2:38][CH2:39][CH2:40][CH2:41][CH2:42][CH2:43][CH2:44][CH2:45][CH2:46][CH2:47][CH2:48][CH2:49][CH3:50])[CH2:18][N:19]1[CH:27]=[N:26][C:25]2[C:24](=[O:28])[NH:23][C:22]([NH2:29])=[N:21][C:20]1=2)=[O:14])[CH:10]([CH3:12])[CH3:11], predict the reactants needed to synthesize it. (5) Given the product [CH2:26]([S:27]([N:1]1[CH2:6][CH2:5][CH2:4][C@@H:3]([N:7]2[CH:11]=[C:10]([O:12][C:13]3[N:14]=[C:15]([OH:23])[C:16]4[CH:22]=[CH:21][N:20]=[CH:19][C:17]=4[N:18]=3)[CH:9]=[N:8]2)[CH2:2]1)(=[O:29])=[O:28])[CH3:25], predict the reactants needed to synthesize it. The reactants are: [NH:1]1[CH2:6][CH2:5][CH2:4][C@@H:3]([N:7]2[CH:11]=[C:10]([O:12][C:13]3[N:14]=[C:15]([OH:23])[C:16]4[CH:22]=[CH:21][N:20]=[CH:19][C:17]=4[N:18]=3)[CH:9]=[N:8]2)[CH2:2]1.Cl[CH2:25][CH2:26][S:27](CCCl)(=[O:29])=[O:28]. (6) Given the product [ClH:39].[ClH:39].[C:1]([O:5][CH:6]([C:11]1[C:12]([CH3:38])=[N:13][C:14]2[CH2:15][CH2:16][NH:17][CH2:18][C:19]=2[C:20]=1[C:21]1[CH:22]=[CH:23][C:24]([CH3:27])=[CH:25][CH:26]=1)[C:7]([O:9][CH3:10])=[O:8])([CH3:4])([CH3:3])[CH3:2], predict the reactants needed to synthesize it. The reactants are: [C:1]([O:5][CH:6]([C:11]1[C:12]([CH3:38])=[N:13][C:14]2[CH2:15][CH2:16][N:17](C(OCC3C=CC=CC=3)=O)[CH2:18][C:19]=2[C:20]=1[C:21]1[CH:26]=[CH:25][C:24]([CH3:27])=[CH:23][CH:22]=1)[C:7]([O:9][CH3:10])=[O:8])([CH3:4])([CH3:3])[CH3:2].[ClH:39]. (7) Given the product [NH:16]1[CH:15]=[C:2]([C:3]([O:5][CH3:6])=[O:4])[C:1]([C:7]([O:9][CH3:10])=[O:8])=[N:17]1, predict the reactants needed to synthesize it. The reactants are: [C:1]([C:7]([O:9][CH3:10])=[O:8])#[C:2][C:3]([O:5][CH3:6])=[O:4].[Si]([CH:15]=[N+:16]=[N-:17])(C)(C)C.Cl. (8) The reactants are: [C:1]([OH:12])(=[O:11])/[CH:2]=[CH:3]/[CH2:4][CH2:5][CH2:6][CH2:7][CH2:8][CH2:9][CH3:10].[CH:13]([S:16][CH2:17][CH2:18]O)([CH3:15])[CH3:14]. Given the product [C:1]([O:12][CH2:18][CH2:17][S:16][CH:13]([CH3:15])[CH3:14])(=[O:11])/[CH:2]=[CH:3]/[CH2:4][CH2:5][CH2:6][CH2:7][CH2:8][CH2:9][CH3:10], predict the reactants needed to synthesize it.